From a dataset of Peptide-MHC class II binding affinity with 134,281 pairs from IEDB. Regression. Given a peptide amino acid sequence and an MHC pseudo amino acid sequence, predict their binding affinity value. This is MHC class II binding data. (1) The peptide sequence is KVTAKGVSEANTCAA. The MHC is HLA-DQA10501-DQB10301 with pseudo-sequence HLA-DQA10501-DQB10301. The binding affinity (normalized) is 0.578. (2) The peptide sequence is LFCGCGHEALTGTEKLIETY. The MHC is DRB5_0101 with pseudo-sequence DRB5_0101. The binding affinity (normalized) is 0.324.